From a dataset of Reaction yield outcomes from USPTO patents with 853,638 reactions. Predict the reaction yield, written as a fraction of the theoretical maximum amount of product (1.0 means a 100% yield; for example, 0.34 means a 34% yield). The reactants are CN1CCOCC1.[Br:8][C:9]1[CH:14]=[CH:13][C:12]([C:15](=[O:33])[CH2:16][NH:17][C:18]([CH2:20][N:21]([CH2:29][C:30](O)=[O:31])[C:22]([O:24][C:25]([CH3:28])([CH3:27])[CH3:26])=[O:23])=[O:19])=[CH:11][CH:10]=1.CN(C(ON1N=NC2C=CC=NC1=2)=[N+](C)C)C.F[P-](F)(F)(F)(F)F.Cl.[CH3:59][O:60][C:61](=[O:67])[C@@H:62]([CH:64]([CH3:66])[CH3:65])[NH2:63]. The catalyst is CN(C)C=O. The product is [CH3:59][O:60][C:61](=[O:67])[CH:62]([NH:63][C:30](=[O:31])[CH2:29][N:21]([CH2:20][C:18](=[O:19])[NH:17][CH2:16][C:15]([C:12]1[CH:13]=[CH:14][C:9]([Br:8])=[CH:10][CH:11]=1)=[O:33])[C:22]([O:24][C:25]([CH3:27])([CH3:28])[CH3:26])=[O:23])[CH:64]([CH3:66])[CH3:65]. The yield is 0.870.